Task: Predict which catalyst facilitates the given reaction.. Dataset: Catalyst prediction with 721,799 reactions and 888 catalyst types from USPTO Reactant: [O-:1][P:2]([O:5][P:6]([O:9]P([O-])([O-])=O)([O-:8])=[O:7])(=[O:4])[O-:3].[Na+].[Na+].[Na+].[Na+].[Na+]. Product: [P:2]([O-:5])([O-:4])([O-:3])=[O:1].[O-:3][P:2]([O:5][P:6]([O-:9])([O-:8])=[O:7])(=[O:1])[O-:4]. The catalyst class is: 6.